From a dataset of Forward reaction prediction with 1.9M reactions from USPTO patents (1976-2016). Predict the product of the given reaction. (1) Given the reactants [CH3:1][O:2][C:3]1[CH:8]=[CH:7][CH:6]=[CH:5][C:4]=1[C:9]1[N:13]([C:14]2[CH:19]=[CH:18][C:17]([CH3:20])=[CH:16][CH:15]=2)[C:12](=[S:21])[N:11]([CH2:22][CH2:23][C:24]([O:26]CC)=[O:25])[N:10]=1.O.[OH-].[Li+].O.Cl, predict the reaction product. The product is: [CH3:1][O:2][C:3]1[CH:8]=[CH:7][CH:6]=[CH:5][C:4]=1[C:9]1[N:13]([C:14]2[CH:19]=[CH:18][C:17]([CH3:20])=[CH:16][CH:15]=2)[C:12](=[S:21])[N:11]([CH2:22][CH2:23][C:24]([OH:26])=[O:25])[N:10]=1. (2) Given the reactants [C:1]1([CH:7]([C:23]2[CH:28]=[CH:27][CH:26]=[CH:25][CH:24]=2)[N:8]2[CH2:13][CH2:12][NH:11][CH2:10][CH:9]2[C:14]([C:19]([CH3:22])([CH3:21])[CH3:20])([SiH:16]([CH3:18])[CH3:17])[OH:15])[CH:6]=[CH:5][CH:4]=[CH:3][CH:2]=1.[CH:29]([NH:42][CH2:43][C:44](O)=[O:45])([C:36]1[CH:41]=[CH:40][CH:39]=[CH:38][CH:37]=1)[C:30]1[CH:35]=[CH:34][CH:33]=[CH:32][CH:31]=1.C(Cl)CCl, predict the reaction product. The product is: [CH:29]([NH:42][CH2:43][C:44]([N:11]1[CH2:12][CH2:13][N:8]([CH:7]([C:1]2[CH:2]=[CH:3][CH:4]=[CH:5][CH:6]=2)[C:23]2[CH:24]=[CH:25][CH:26]=[CH:27][CH:28]=2)[CH:9]([C:14]([C:19]([CH3:22])([CH3:21])[CH3:20])([SiH:16]([CH3:18])[CH3:17])[OH:15])[CH2:10]1)=[O:45])([C:36]1[CH:37]=[CH:38][CH:39]=[CH:40][CH:41]=1)[C:30]1[CH:35]=[CH:34][CH:33]=[CH:32][CH:31]=1. (3) Given the reactants [C:1]([O:5][C:6](=[O:22])[NH:7][C:8]1[CH:13]=[C:12]([O:14][CH3:15])[C:11]([N:16]2[CH:20]=[CH:19][CH:18]=[CH:17]2)=[CH:10][C:9]=1[NH2:21])([CH3:4])([CH3:3])[CH3:2].CC1(C)[O:29][C:28]([C:30]2[CH:31]=[C:32]([CH:35]=[CH:36][CH:37]=2)[C:33]#[N:34])=[CH:27][C:26](=O)[O:25]1, predict the reaction product. The product is: [C:1]([O:5][C:6](=[O:22])[NH:7][C:8]1[CH:13]=[C:12]([O:14][CH3:15])[C:11]([N:16]2[CH:20]=[CH:19][CH:18]=[CH:17]2)=[CH:10][C:9]=1[NH:21][C:26](=[O:25])[CH2:27][C:28]([C:30]1[CH:37]=[CH:36][CH:35]=[C:32]([C:33]#[N:34])[CH:31]=1)=[O:29])([CH3:4])([CH3:2])[CH3:3]. (4) Given the reactants [CH3:1][C:2]([C:14]1[CH:19]=[CH:18][CH:17]=[C:16]([C:20]2[CH:25]=[CH:24][N:23]=[C:22]3[N:26](C(C4C=CC=CC=4)(C4C=CC=CC=4)C4C=CC=CC=4)[N:27]=[C:28]([C:29]([F:32])([F:31])[F:30])[C:21]=23)[CH:15]=1)([CH2:12][CH3:13])[CH2:3][NH:4]C(=O)OC(C)(C)C.C([SiH](CC)CC)C.C(O)(C(F)(F)F)=O, predict the reaction product. The product is: [CH3:1][C:2]([C:14]1[CH:19]=[CH:18][CH:17]=[C:16]([C:20]2[CH:25]=[CH:24][N:23]=[C:22]3[NH:26][N:27]=[C:28]([C:29]([F:31])([F:32])[F:30])[C:21]=23)[CH:15]=1)([CH2:12][CH3:13])[CH2:3][NH2:4]. (5) Given the reactants Cl.[NH2:2][OH:3].[OH-].[K+].[Cl:6][CH2:7][C:8]([NH:10][C:11]1[CH:12]=[N:13][C:14]([C:17]#[N:18])=[CH:15][CH:16]=1)=[O:9], predict the reaction product. The product is: [Cl:6][CH2:7][C:8]([NH:10][C:11]1[CH:12]=[N:13][C:14]([C:17](=[N:2][OH:3])[NH2:18])=[CH:15][CH:16]=1)=[O:9].